From a dataset of Catalyst prediction with 721,799 reactions and 888 catalyst types from USPTO. Predict which catalyst facilitates the given reaction. (1) Reactant: [OH:1][CH2:2][C:3]1[C:4]([CH3:20])=[C:5]([O:10][CH2:11][C:12]2[CH:19]=[CH:18][C:15]([C:16]#[N:17])=[CH:14][CH:13]=2)[C:6]([CH3:9])=[N:7][CH:8]=1. Product: [CH:2]([C:3]1[C:4]([CH3:20])=[C:5]([O:10][CH2:11][C:12]2[CH:19]=[CH:18][C:15]([C:16]#[N:17])=[CH:14][CH:13]=2)[C:6]([CH3:9])=[N:7][CH:8]=1)=[O:1]. The catalyst class is: 661. (2) Reactant: [C:1]([C:4]1[C:24](=[O:25])[C@@:8]2([CH3:26])[C:9]3[C:15]([O:16][CH2:17][CH3:18])=[CH:14][C:13]([O:19][CH3:20])=[C:12]([C:21]([NH2:23])=[O:22])[C:10]=3[O:11][C:7]2=[CH:6][C:5]=1[OH:27])(=[O:3])[CH3:2].[CH3:28][C:29]1[CH:38]=[CH:37][C:36]2[C:31](=[CH:32][CH:33]=[CH:34][CH:35]=2)[C:30]=1[CH:39]=O.C([SiH](CC)CC)C.FC(F)(F)C(O)=O. Product: [C:1]([C:4]1[C:24](=[O:25])[C@@:8]2([CH3:26])[C:9]3[C:15]([O:16][CH2:17][CH3:18])=[CH:14][C:13]([O:19][CH3:20])=[C:12]([C:21]([NH:23][CH2:39][C:30]4[C:31]5[C:36](=[CH:35][CH:34]=[CH:33][CH:32]=5)[CH:37]=[CH:38][C:29]=4[CH3:28])=[O:22])[C:10]=3[O:11][C:7]2=[CH:6][C:5]=1[OH:27])(=[O:3])[CH3:2]. The catalyst class is: 10.